This data is from Reaction yield outcomes from USPTO patents with 853,638 reactions. The task is: Predict the reaction yield, written as a fraction of the theoretical maximum amount of product (1.0 means a 100% yield; for example, 0.34 means a 34% yield). (1) The reactants are NCCC[Si:5]([O:12][CH2:13][CH3:14])([O:9][CH2:10][CH3:11])[O:6][CH2:7][CH3:8].[CH2:15]1[CH2:35][N:34]2[C:18]3[C:19]([CH2:31][CH2:32][CH2:33]2)=[C:20]2[O:27][C:25](=[O:26])[C:24]([C:28]([OH:30])=[O:29])=[CH:23][C:21]2=[CH:22][C:17]=3[CH2:16]1.C(N(CC)CC)C.CN(C)CCCN=C=NCC.O.ON1C2C=CC=CC=2N=N1. The catalyst is ClCCl. The product is [CH2:15]1[CH2:35][N:34]2[C:18]3[C:19]([CH2:31][CH2:32][CH2:33]2)=[C:20]2[O:27][C:25](=[O:26])[C:24]([C:28]([OH:30])=[O:29])=[CH:23][C:21]2=[CH:22][C:17]=3[CH2:16]1.[CH2:7]([O:6][SiH:5]([O:12][CH2:13][CH3:14])[O:9][CH2:10][CH3:11])[CH3:8]. The yield is 0.690. (2) The reactants are C([O:4][C:5]1[CH:14]=[C:13]2[C:8]([C:9]([CH3:16])=[CH:10][C:11](=[O:15])[O:12]2)=[CH:7][CH:6]=1)C=C.C(N(CC)[C:20]1[CH:25]=CC=C[CH:21]=1)C. No catalyst specified. The product is [CH2:25]([C:14]1[C:5]([OH:4])=[CH:6][CH:7]=[C:8]2[C:13]=1[O:12][C:11](=[O:15])[CH:10]=[C:9]2[CH3:16])[CH:20]=[CH2:21]. The yield is 0.880.